Regression. Given two drug SMILES strings and cell line genomic features, predict the synergy score measuring deviation from expected non-interaction effect. From a dataset of Merck oncology drug combination screen with 23,052 pairs across 39 cell lines. (1) Drug 1: O=C(NOCC(O)CO)c1ccc(F)c(F)c1Nc1ccc(I)cc1F. Drug 2: CCC1(O)C(=O)OCc2c1cc1n(c2=O)Cc2cc3c(CN(C)C)c(O)ccc3nc2-1. Cell line: OCUBM. Synergy scores: synergy=-2.33. (2) Drug 1: O=c1[nH]cc(F)c(=O)[nH]1. Drug 2: Cc1nc(Nc2ncc(C(=O)Nc3c(C)cccc3Cl)s2)cc(N2CCN(CCO)CC2)n1. Cell line: MDAMB436. Synergy scores: synergy=18.7. (3) Drug 1: Nc1ccn(C2OC(CO)C(O)C2(F)F)c(=O)n1. Drug 2: CCN(CC)CCNC(=O)c1c(C)[nH]c(C=C2C(=O)Nc3ccc(F)cc32)c1C. Cell line: COLO320DM. Synergy scores: synergy=-0.423. (4) Drug 1: CCC1=CC2CN(C1)Cc1c([nH]c3ccccc13)C(C(=O)OC)(c1cc3c(cc1OC)N(C)C1C(O)(C(=O)OC)C(OC(C)=O)C4(CC)C=CCN5CCC31C54)C2. Drug 2: CCN(CC)CCNC(=O)c1c(C)[nH]c(C=C2C(=O)Nc3ccc(F)cc32)c1C. Cell line: COLO320DM. Synergy scores: synergy=16.3. (5) Drug 1: O=C(O)C1(Cc2cccc(Nc3nccs3)n2)CCC(Oc2cccc(Cl)c2F)CC1. Drug 2: C#Cc1cccc(Nc2ncnc3cc(OCCOC)c(OCCOC)cc23)c1. Cell line: KPL1. Synergy scores: synergy=14.0.